From a dataset of Reaction yield outcomes from USPTO patents with 853,638 reactions. Predict the reaction yield, written as a fraction of the theoretical maximum amount of product (1.0 means a 100% yield; for example, 0.34 means a 34% yield). (1) The yield is 0.880. The reactants are [N:1]1[CH:6]=[CH:5][C:4](/[CH:7]=[CH:8]/[C:9]([O:11][CH2:12][CH3:13])=[O:10])=[CH:3][CH:2]=1.C(O)(C(F)(F)F)=O.[CH3:21][O:22][CH2:23][CH2:24][N:25]([CH2:31]OC)[CH2:26][Si](C)(C)C. The catalyst is C(Cl)Cl. The product is [CH3:21][O:22][CH2:23][CH2:24][N:25]1[CH2:31][C@@H:7]([C:4]2[CH:5]=[CH:6][N:1]=[CH:2][CH:3]=2)[C@H:8]([C:9]([O:11][CH2:12][CH3:13])=[O:10])[CH2:26]1. (2) The catalyst is C(Cl)Cl. The yield is 0.900. The reactants are [NH2:1][C@H:2]([C:4]([OH:6])=[O:5])[CH3:3].[F:7][C:8]([F:19])([F:18])[C:9](O[C:9](=[O:10])[C:8]([F:19])([F:18])[F:7])=[O:10]. The product is [F:7][C:8]([F:19])([F:18])[C:9]([NH:1][C@H:2]([C:4]([OH:6])=[O:5])[CH3:3])=[O:10]. (3) The reactants are [F:1][C:2]([F:13])([F:12])[C:3]1[CH:4]=[C:5]([C:9](=O)[CH3:10])[CH:6]=[CH:7][CH:8]=1.[NH2:14][C:15]([NH2:17])=[S:16]. No catalyst specified. The product is [NH2:17][C:15]1[S:16][CH:10]=[C:9]([C:5]2[CH:6]=[CH:7][CH:8]=[C:3]([C:2]([F:13])([F:12])[F:1])[CH:4]=2)[N:14]=1. The yield is 0.941. (4) The yield is 0.810. The reactants are [OH:1][C:2]1[CH:3]=[C:4]([CH2:8][C:9]([O:11][CH3:12])=[O:10])[CH:5]=[CH:6][CH:7]=1.[Br:13][CH2:14][CH2:15][CH2:16]O.C1(P(C2C=CC=CC=2)C2C=CC=CC=2)C=CC=CC=1.CC(OC(/N=N/C(OC(C)C)=O)=O)C. The product is [Br:13][CH2:14][CH2:15][CH2:16][O:1][C:2]1[CH:3]=[C:4]([CH2:8][C:9]([O:11][CH3:12])=[O:10])[CH:5]=[CH:6][CH:7]=1. The catalyst is C1(C)C=CC=CC=1.CCCCCC. (5) The reactants are B(Br)(Br)Br.C[O:6][C:7]1[CH:15]=[C:14]2[C:10]([CH:11]=[C:12]([C:16]([O:18][CH3:19])=[O:17])[NH:13]2)=[CH:9][CH:8]=1.C(=O)(O)[O-].[Na+].Cl.S(Cl)(Cl)=O. The catalyst is ClCCl. The product is [OH:6][C:7]1[CH:15]=[C:14]2[C:10]([CH:11]=[C:12]([C:16]([O:18][CH3:19])=[O:17])[NH:13]2)=[CH:9][CH:8]=1. The yield is 0.620. (6) The product is [C:1]([C:5]1[CH:9]=[C:8]([NH:10][C:11]([NH:13][C:14]2[CH:19]=[CH:18][CH:17]=[C:16]([O:20][C:21]3[C:30]4[C:25](=[CH:26][C:27]([O:33][CH2:34][CH:35]5[CH2:40][CH2:39][N:38]([CH3:43])[CH2:37][CH2:36]5)=[C:28]([O:31][CH3:32])[CH:29]=4)[N:24]=[CH:23][N:22]=3)[CH:15]=2)=[O:12])[O:7][N:6]=1)([CH3:4])([CH3:2])[CH3:3]. The reactants are [C:1]([C:5]1[CH:9]=[C:8]([NH:10][C:11]([NH:13][C:14]2[CH:19]=[CH:18][CH:17]=[C:16]([O:20][C:21]3[C:30]4[C:25](=[CH:26][C:27]([O:33][CH2:34][CH:35]5[CH2:40][CH2:39][NH:38][CH2:37][CH2:36]5)=[C:28]([O:31][CH3:32])[CH:29]=4)[N:24]=[CH:23][N:22]=3)[CH:15]=2)=[O:12])[O:7][N:6]=1)([CH3:4])([CH3:3])[CH3:2].C=O.[C:43](O)(=O)C.C(O[BH-](OC(=O)C)OC(=O)C)(=O)C.[Na+].[OH-].[Na+]. The yield is 0.680. The catalyst is C(OCC)(=O)C.